This data is from Forward reaction prediction with 1.9M reactions from USPTO patents (1976-2016). The task is: Predict the product of the given reaction. The product is: [Cl:1][C:2]1[N:7]=[C:6]([N:34]([C:28]2[CH:33]=[CH:32][CH:31]=[CH:30][CH:29]=2)[NH2:35])[N:5]=[C:4]([NH:12][C@H:13]([C:15]([F:18])([F:17])[F:16])[CH3:14])[C:3]=1[C:19]1[C:24]([F:25])=[CH:23][C:22]([F:26])=[CH:21][C:20]=1[F:27]. Given the reactants [Cl:1][C:2]1[N:7]=[C:6](S(C)(=O)=O)[N:5]=[C:4]([NH:12][C@H:13]([C:15]([F:18])([F:17])[F:16])[CH3:14])[C:3]=1[C:19]1[C:24]([F:25])=[CH:23][C:22]([F:26])=[CH:21][C:20]=1[F:27].[C:28]1([NH:34][NH2:35])[CH:33]=[CH:32][CH:31]=[CH:30][CH:29]=1, predict the reaction product.